Dataset: KCNQ2 potassium channel screen with 302,405 compounds. Task: Binary Classification. Given a drug SMILES string, predict its activity (active/inactive) in a high-throughput screening assay against a specified biological target. The compound is S(=O)(=O)(N1CCC(CC1)C(=O)NC1CCCC1)c1cc(OC)c(OC)cc1. The result is 0 (inactive).